Dataset: Full USPTO retrosynthesis dataset with 1.9M reactions from patents (1976-2016). Task: Predict the reactants needed to synthesize the given product. (1) Given the product [Br:13][CH2:14][C:15]([NH:24][CH:18]1[CH2:23][CH2:22][CH2:21][CH2:20][CH2:19]1)=[O:17], predict the reactants needed to synthesize it. The reactants are: C(NC(=O)CBr)C1C=CC=CC=1.[Br:13][CH2:14][C:15]([OH:17])=O.[CH:18]1([NH2:24])[CH2:23][CH2:22][CH2:21][CH2:20][CH2:19]1.C1(C)C=CC=CC=1.CCOC(C)=O. (2) The reactants are: [C:1]1([CH3:7])[CH:6]=[CH:5][CH:4]=[CH:3][CH:2]=1.Cl(O)(=O)=O.[CH2:12](O)C. Given the product [CH2:12]=[CH:7][C:1]1[CH:6]=[CH:5][CH:4]=[CH:3][CH:2]=1.[CH2:6]=[CH:1][CH:2]=[CH2:3], predict the reactants needed to synthesize it. (3) Given the product [C:37]1([C:29]2([C:31]3[CH:32]=[CH:33][CH:34]=[CH:35][CH:36]=3)[C:28]([C:43]3[CH:44]=[CH:45][CH:46]=[CH:47][CH:48]=3)([C:49]3[CH:54]=[CH:53][CH:52]=[CH:51][CH:50]=3)[O:27][P:26]([O:19][C:6]3[C:7]([C:15]([CH3:18])([CH3:17])[CH3:16])=[CH:8][C:9]([C:11]([CH3:14])([CH3:13])[CH3:12])=[CH:10][C:5]=3[C:1]([CH3:4])([CH3:3])[CH3:2])[O:30]2)[CH:42]=[CH:41][CH:40]=[CH:39][CH:38]=1, predict the reactants needed to synthesize it. The reactants are: [C:1]([C:5]1[CH:10]=[C:9]([C:11]([CH3:14])([CH3:13])[CH3:12])[CH:8]=[C:7]([C:15]([CH3:18])([CH3:17])[CH3:16])[C:6]=1[OH:19])([CH3:4])([CH3:3])[CH3:2].C([Li])CCC.Cl[P:26]1[O:30][C:29]([C:37]2[CH:42]=[CH:41][CH:40]=[CH:39][CH:38]=2)([C:31]2[CH:36]=[CH:35][CH:34]=[CH:33][CH:32]=2)[C:28]([C:49]2[CH:54]=[CH:53][CH:52]=[CH:51][CH:50]=2)([C:43]2[CH:48]=[CH:47][CH:46]=[CH:45][CH:44]=2)[O:27]1. (4) The reactants are: [Br:1][C:2]1[CH:14]=[CH:13][C:5]([O:6][CH2:7][CH2:8][NH:9][CH2:10][CH2:11][NH2:12])=[CH:4][CH:3]=1.[CH3:15][C:16]1([CH3:23])[C@@H:21]([OH:22])[C:19](=[O:20])[O:18][CH2:17]1. Given the product [Br:1][C:2]1[CH:3]=[CH:4][C:5]([O:6][CH2:7][CH2:8][NH:9][CH2:10][CH2:11][NH:12][C:19](=[O:20])[C@H:21]([OH:22])[C:16]([CH3:23])([CH3:15])[CH2:17][OH:18])=[CH:13][CH:14]=1, predict the reactants needed to synthesize it. (5) Given the product [CH2:20]([O:27][CH2:18][CH2:17][C:16]([C:6]1[C:7]2[N:8]([N:9]=[C:10]([C:12]([F:15])([F:13])[F:14])[CH:11]=2)[C:3]([O:2][CH3:1])=[CH:4][CH:5]=1)=[O:19])[C:21]1[CH:26]=[CH:25][CH:24]=[CH:23][CH:22]=1, predict the reactants needed to synthesize it. The reactants are: [CH3:1][O:2][C:3]1[N:8]2[N:9]=[C:10]([C:12]([F:15])([F:14])[F:13])[CH:11]=[C:7]2[C:6]([C:16](=[O:19])[CH2:17][CH3:18])=[CH:5][CH:4]=1.[CH2:20]([OH:27])[C:21]1[CH:26]=[CH:25][CH:24]=[CH:23][CH:22]=1. (6) Given the product [CH2:15]([O:23][C:2]1[CH:7]=[CH:6][CH:5]=[C:4]([O:23][CH2:15][CH2:16][CH2:17][CH2:18][CH2:19][CH2:20][CH2:21][CH3:22])[N+:3]=1[O-:9])[CH2:16][CH2:17][CH2:18][CH2:19][CH2:20][CH2:21][CH3:22], predict the reactants needed to synthesize it. The reactants are: Cl[C:2]1[CH:7]=[CH:6][CH:5]=[C:4](Cl)[N+:3]=1[O-:9].S(=O)(=O)(O)O.[CH2:15]([OH:23])[CH2:16][CH2:17][CH2:18][CH2:19][CH2:20][CH2:21][CH3:22]. (7) Given the product [CH2:34]([C:14]1([C:17]([O:19][CH3:20])=[O:18])[CH2:13][CH2:12][N:11]([C:21]([O:23][CH2:24][C:25]2[CH:26]=[CH:27][CH:28]=[CH:29][CH:30]=2)=[O:22])[CH2:16][CH2:15]1)[CH:33]=[CH2:32], predict the reactants needed to synthesize it. The reactants are: C[Si]([N-][Si](C)(C)C)(C)C.[Li+].[N:11]1([C:21]([O:23][CH2:24][C:25]2[CH:30]=[CH:29][CH:28]=[CH:27][CH:26]=2)=[O:22])[CH2:16][CH2:15][CH:14]([C:17]([O:19][CH3:20])=[O:18])[CH2:13][CH2:12]1.I[CH2:32][CH:33]=[CH2:34]. (8) Given the product [CH2:20]([CH:3]([CH2:1][CH3:2])[C:4]([NH:6][C:7]1[CH:12]=[CH:11][C:10]([N:13]2[CH2:14][CH2:15][N:16]([CH:23]([C:27]3[CH:32]=[CH:31][CH:30]=[CH:29][CH:28]=3)[C:24](=[O:26])[CH3:25])[CH2:17][CH2:18]2)=[C:9]([F:19])[CH:8]=1)=[O:5])[CH3:21], predict the reactants needed to synthesize it. The reactants are: [CH2:1]([CH:3]([CH2:20][CH3:21])[C:4]([NH:6][C:7]1[CH:12]=[CH:11][C:10]([N:13]2[CH2:18][CH2:17][NH:16][CH2:15][CH2:14]2)=[C:9]([F:19])[CH:8]=1)=[O:5])[CH3:2].Cl[CH:23]([C:27]1[CH:32]=[CH:31][CH:30]=[CH:29][CH:28]=1)[C:24](=[O:26])[CH3:25].